This data is from CYP1A2 inhibition data for predicting drug metabolism from PubChem BioAssay. The task is: Regression/Classification. Given a drug SMILES string, predict its absorption, distribution, metabolism, or excretion properties. Task type varies by dataset: regression for continuous measurements (e.g., permeability, clearance, half-life) or binary classification for categorical outcomes (e.g., BBB penetration, CYP inhibition). Dataset: cyp1a2_veith. (1) The compound is N#Cc1cccc(-c2cc(NCc3cccnc3)ncn2)c1. The result is 1 (inhibitor). (2) The compound is COc1ccccc1CNc1ncncc1-c1ccccc1CN(C)C. The result is 1 (inhibitor). (3) The drug is CC(C)(C)c1cccc(Oc2nn[nH]n2)c1. The result is 0 (non-inhibitor). (4) The molecule is COc1ccc(Oc2ncc3nc(C)c(=O)n(-c4ccccc4)c3n2)cc1. The result is 1 (inhibitor). (5) The molecule is Cc1ccc(C(=O)N/N=C/c2sc(=O)n(Cc3cccc(C(=O)O)c3)c2Cl)cc1. The result is 0 (non-inhibitor). (6) The compound is O=[N+]([O-])c1ccc(C2=Nn3c(nnc3-c3ccc(Cl)cc3)SC2)o1. The result is 1 (inhibitor). (7) The compound is O=C(Nc1ccccc1)c1ccccc1CC[N+](=O)[O-]. The result is 1 (inhibitor). (8) The compound is O=C(Nc1nnc(SCc2ccc(Cl)cc2Cl)s1)C1COc2ccccc2O1. The result is 0 (non-inhibitor).